From a dataset of Full USPTO retrosynthesis dataset with 1.9M reactions from patents (1976-2016). Predict the reactants needed to synthesize the given product. Given the product [Br:19][CH2:26][C:2]1[CH:3]=[CH:4][CH:5]=[CH:6][C:1]=1[CH:7]([CH2:9][CH2:10][CH2:11][CH2:12][CH2:13][CH2:14][CH2:15][CH3:16])[CH3:8], predict the reactants needed to synthesize it. The reactants are: [C:1]1([CH:7]([CH2:9][CH2:10][CH2:11][CH2:12][CH2:13][CH2:14][CH2:15][CH3:16])[CH3:8])[CH:6]=[CH:5][CH:4]=[CH:3][CH:2]=1.C=O.[Br-:19].[Na+].S(=O)(=O)(O)O.[C:26](O)(=O)C.